Dataset: Full USPTO retrosynthesis dataset with 1.9M reactions from patents (1976-2016). Task: Predict the reactants needed to synthesize the given product. (1) Given the product [CH2:1]([O:3][C:4]([C:5]1([S:6]([C:9]2[CH:14]=[CH:13][C:12]([C:15]([F:16])([F:17])[F:18])=[CH:11][CH:10]=2)(=[O:7])=[O:8])[CH2:28][CH2:27]1)=[O:19])[CH3:2], predict the reactants needed to synthesize it. The reactants are: [CH2:1]([O:3][C:4](=[O:19])[CH2:5][S:6]([C:9]1[CH:14]=[CH:13][C:12]([C:15]([F:18])([F:17])[F:16])=[CH:11][CH:10]=1)(=[O:8])=[O:7])[CH3:2].C(=O)([O-])[O-].[K+].[K+].Br[CH2:27][CH2:28]Br. (2) Given the product [C:1]([O:5][C:6]([NH:8][CH:9]([CH2:12][O:13][Si:14]([C:27]([CH3:30])([CH3:29])[CH3:28])([C:15]1[CH:16]=[CH:17][CH:18]=[CH:19][CH:20]=1)[C:21]1[CH:22]=[CH:23][CH:24]=[CH:25][CH:26]=1)[CH:10]=[O:11])=[O:7])([CH3:4])([CH3:2])[CH3:3], predict the reactants needed to synthesize it. The reactants are: [C:1]([O:5][C:6]([NH:8][CH:9]([CH2:12][O:13][Si:14]([C:27]([CH3:30])([CH3:29])[CH3:28])([C:21]1[CH:26]=[CH:25][CH:24]=[CH:23][CH:22]=1)[C:15]1[CH:20]=[CH:19][CH:18]=[CH:17][CH:16]=1)[CH2:10][OH:11])=[O:7])([CH3:4])([CH3:3])[CH3:2].CC(OI1(OC(C)=O)(OC(C)=O)OC(=O)C2C=CC=CC1=2)=O.C(=O)(O)[O-].[Na+].S([O-])([O-])=O.[Na+].[Na+]. (3) Given the product [C:28]([O-:29])(=[O:43])[CH3:25].[NH4+:3].[Cl:1][C:2]1[CH:7]=[C:6]([C:8]2[C:16]3[C:11](=[N:12][CH:13]=[CH:14][CH:15]=3)[NH:10][CH:9]=2)[N:5]=[C:4]([NH:17][C@H:18]2[CH2:23][CH2:22][C@H:21]([NH:24][C:42]([CH:41]3[CH2:40][CH2:44]3)=[O:43])[CH2:20][CH2:19]2)[N:3]=1, predict the reactants needed to synthesize it. The reactants are: [Cl:1][C:2]1[CH:7]=[C:6]([C:8]2[C:16]3[C:11](=[N:12][CH:13]=[CH:14][CH:15]=3)[NH:10][CH:9]=2)[N:5]=[C:4]([NH:17][C@H:18]2[CH2:23][CH2:22][C@H:21]([NH2:24])[CH2:20][CH2:19]2)[N:3]=1.[CH:25]1([C:28](Cl)=[O:29])CC1.CCN(C(C)C)C(C)C.[CH2:40]1[CH2:44][O:43][CH2:42][CH2:41]1. (4) Given the product [CH:23]1([CH2:22][O:21][CH2:20][CH2:19][CH2:18][CH2:17][CH2:16][CH2:15][O:14][C:11]2[CH:12]=[CH:13][C:8]([C:5]3[C:4]([C:35]4[CH:36]=[CH:37][C:38]([O:41][CH2:42][CH2:43][CH2:44][CH2:45][CH2:46][CH2:47][CH2:48][CH3:49])=[C:39]([F:40])[C:34]=4[F:33])=[CH:3][CH:2]=[CH:7][CH:6]=3)=[CH:9][CH:10]=2)[CH2:26][CH2:25][CH2:24]1, predict the reactants needed to synthesize it. The reactants are: Br[C:2]1[CH:7]=[CH:6][C:5]([C:8]2[CH:13]=[CH:12][C:11]([O:14][CH2:15][CH2:16][CH2:17][CH2:18][CH2:19][CH2:20][O:21][CH2:22][CH:23]3[CH2:26][CH2:25][CH2:24]3)=[CH:10][CH:9]=2)=[CH:4][CH:3]=1.C(=O)([O-])[O-].[Na+].[Na+].[F:33][C:34]1[C:39]([F:40])=[C:38]([O:41][CH2:42][CH2:43][CH2:44][CH2:45][CH2:46][CH2:47][CH2:48][CH3:49])[CH:37]=[CH:36][C:35]=1B(O)O. (5) Given the product [NH2:12][C:11]1[C:7]([C:2]2[CH:3]=[CH:4][CH:5]=[CH:6][N:1]=2)=[C:8]2[NH:13][C:26]([C:22]3[CH:21]=[C:20]4[C:25](=[CH:24][CH:23]=3)[N:17]([CH2:16][O:15][CH3:14])[N:18]=[CH:19]4)=[CH:27][C:28](=[O:29])[N:9]2[N:10]=1, predict the reactants needed to synthesize it. The reactants are: [N:1]1[CH:6]=[CH:5][CH:4]=[CH:3][C:2]=1[C:7]1[C:8]([NH2:13])=[N:9][NH:10][C:11]=1[NH2:12].[CH3:14][O:15][CH2:16][N:17]1[C:25]2[C:20](=[CH:21][C:22]([C:26](=O)[CH2:27][C:28](OCC)=[O:29])=[CH:23][CH:24]=2)[CH:19]=[N:18]1.CC1C=CC(S(O)(=O)=O)=CC=1.